From a dataset of Full USPTO retrosynthesis dataset with 1.9M reactions from patents (1976-2016). Predict the reactants needed to synthesize the given product. (1) Given the product [NH2:8][C:7]1[CH:6]=[CH:5][N:4]=[C:3]([Cl:9])[C:2]=1[NH:1][C:10](=[O:12])[CH3:11], predict the reactants needed to synthesize it. The reactants are: [NH2:1][C:2]1[C:3]([Cl:9])=[N:4][CH:5]=[CH:6][C:7]=1[NH2:8].[C:10](OC(=O)C)(=[O:12])[CH3:11]. (2) Given the product [NH:20]1[C:28]2[C:23](=[C:24]([C:2]3[N:3]=[C:4]([N:14]4[CH2:19][CH2:18][O:17][CH2:16][CH2:15]4)[C:5]4[S:10][C:9]([C:11]([OH:13])=[O:12])=[CH:8][C:6]=4[N:7]=3)[CH:25]=[CH:26][CH:27]=2)[CH:22]=[N:21]1, predict the reactants needed to synthesize it. The reactants are: Cl[C:2]1[N:3]=[C:4]([N:14]2[CH2:19][CH2:18][O:17][CH2:16][CH2:15]2)[C:5]2[S:10][C:9]([C:11]([OH:13])=[O:12])=[CH:8][C:6]=2[N:7]=1.[NH:20]1[C:28]2[C:23](=[C:24](B(O)O)[CH:25]=[CH:26][CH:27]=2)[CH:22]=[N:21]1.